From a dataset of Reaction yield outcomes from USPTO patents with 853,638 reactions. Predict the reaction yield, written as a fraction of the theoretical maximum amount of product (1.0 means a 100% yield; for example, 0.34 means a 34% yield). (1) The reactants are CN(C)[C:3]([C:5]1[C:9]2[CH:10]=[C:11]([N:14]3[CH2:19][C@H:18]([CH3:20])[N:17]([CH3:21])[C@H:16]([CH3:22])[CH2:15]3)[CH:12]=[CH:13][C:8]=2[O:7][CH:6]=1)=[O:4].[OH-:24].[Na+].OS(O)(=O)=O.[CH3:31]O. The catalyst is CCO. The product is [CH3:20][C@H:18]1[N:17]([CH3:21])[C@@H:16]([CH3:22])[CH2:15][N:14]([C:11]2[CH:12]=[CH:13][C:8]3[O:7][CH:6]=[C:5]([C:3]([O:4][CH3:31])=[O:24])[C:9]=3[CH:10]=2)[CH2:19]1. The yield is 0.840. (2) The reactants are [Cl:1][C:2]1[CH:9]=[CH:8][CH:7]=[C:6]([N:10]2[CH2:14][CH2:13][CH2:12][CH2:11]2)[C:3]=1[CH:4]=O.[N:15]1([C:21]([O:23][C:24]([CH3:27])([CH3:26])[CH3:25])=[O:22])[CH2:20][CH2:19][NH:18][CH2:17][CH2:16]1.ClCCl.C(O[BH-](OC(=O)C)OC(=O)C)(=O)C.[Na+]. The catalyst is ClCCCl. The product is [Cl:1][C:2]1[CH:9]=[CH:8][CH:7]=[C:6]([N:10]2[CH2:14][CH2:13][CH2:12][CH2:11]2)[C:3]=1[CH2:4][N:18]1[CH2:17][CH2:16][N:15]([C:21]([O:23][C:24]([CH3:27])([CH3:26])[CH3:25])=[O:22])[CH2:20][CH2:19]1. The yield is 0.770.